This data is from Forward reaction prediction with 1.9M reactions from USPTO patents (1976-2016). The task is: Predict the product of the given reaction. (1) Given the reactants [C:1]([O:5][C:6]([N:8]1[CH2:13][CH2:12][CH:11]([C:14]([OH:16])=[O:15])[CH2:10][CH2:9]1)=[O:7])([CH3:4])([CH3:3])[CH3:2].C1CCC(N=C=NC2CCCCC2)CC1.[CH2:32](O)[C:33]1[CH:38]=[CH:37][CH:36]=[CH:35][CH:34]=1, predict the reaction product. The product is: [N:8]1([C:6]([O:5][C:1]([CH3:4])([CH3:2])[CH3:3])=[O:7])[CH2:13][CH2:12][CH:11]([C:14]([O:16][CH2:32][C:33]2[CH:38]=[CH:37][CH:36]=[CH:35][CH:34]=2)=[O:15])[CH2:10][CH2:9]1. (2) Given the reactants Cl[C:2]1[CH:7]=[C:6]([C:8]2([C:19]3[CH:24]=[C:23]([CH3:25])[C:22]([O:26][CH:27]([F:29])[F:28])=[C:21]([CH3:30])[N:20]=3)[C:16]3[C:11](=[C:12]([F:17])[CH:13]=[CH:14][CH:15]=3)[C:10]([NH2:18])=[N:9]2)[CH:5]=[CH:4][N:3]=1.[F:31][C:32]1[CH:33]=[C:34](B(O)O)[CH:35]=[N:36][CH:37]=1.C([O-])([O-])=O.[Na+].[Na+], predict the reaction product. The product is: [F:28][CH:27]([F:29])[O:26][C:22]1[C:23]([CH3:25])=[CH:24][C:19]([C:8]2([C:6]3[CH:5]=[CH:4][N:3]=[C:2]([C:34]4[CH:35]=[N:36][CH:37]=[C:32]([F:31])[CH:33]=4)[CH:7]=3)[C:16]3[C:11](=[C:12]([F:17])[CH:13]=[CH:14][CH:15]=3)[C:10]([NH2:18])=[N:9]2)=[N:20][C:21]=1[CH3:30]. (3) Given the reactants [NH2:1][C:2]1[CH:3]=[C:4]([C:8]([C:10]2[C:18]3[CH:17]=[N:16][CH:15]=[N:14][C:13]=3[N:12]([C:19]([CH3:30])([CH3:29])[CH2:20][O:21][Si:22]([C:25]([CH3:28])([CH3:27])[CH3:26])([CH3:24])[CH3:23])[CH:11]=2)=[O:9])[CH:5]=[N:6][CH:7]=1.[N:31]1[C:40]2[C:35](=[CH:36][CH:37]=[C:38]([CH2:41][C:42](O)=[O:43])[CH:39]=2)[CH:34]=[CH:33][CH:32]=1.CCN(C(C)C)C(C)C, predict the reaction product. The product is: [Si:22]([O:21][CH2:20][C:19]([N:12]1[C:13]2[N:14]=[CH:15][N:16]=[CH:17][C:18]=2[C:10]([C:8]([C:4]2[CH:3]=[C:2]([NH:1][C:42](=[O:43])[CH2:41][C:38]3[CH:39]=[C:40]4[C:35]([CH:34]=[CH:33][CH:32]=[N:31]4)=[CH:36][CH:37]=3)[CH:7]=[N:6][CH:5]=2)=[O:9])=[CH:11]1)([CH3:30])[CH3:29])([C:25]([CH3:28])([CH3:27])[CH3:26])([CH3:23])[CH3:24]. (4) The product is: [CH3:20][CH2:21][CH2:2][CH:3]([CH3:23])[CH3:4].[Cl:1][C:2]1[C:3]([C:23]([NH:25][CH:26]2[CH2:31][CH2:30]2)=[O:24])=[C:4]([CH:19]=[CH:20][C:21]=1[Cl:22])[O:5][CH:6]1[CH2:7][CH2:8][N:9]([C:12]([O:14][C:15]([CH3:18])([CH3:17])[CH3:16])=[O:13])[CH2:10][CH2:11]1. Given the reactants [Cl:1][C:2]1[C:3]([C:23]([N:25]2C=CN=[CH:26]2)=[O:24])=[C:4]([CH:19]=[CH:20][C:21]=1[Cl:22])[O:5][CH:6]1[CH2:11][CH2:10][N:9]([C:12]([O:14][C:15]([CH3:18])([CH3:17])[CH3:16])=[O:13])[CH2:8][CH2:7]1.[CH:30]1(N)C[CH2:31]1, predict the reaction product. (5) Given the reactants Br[C:2]1[CH:3]=[C:4]([C:8]2[N:9]=[C:10]([CH:21]([CH3:23])[CH3:22])[NH:11][C:12]=2[C:13]2[CH:18]=[CH:17][CH:16]=[C:15]([CH2:19][CH3:20])[N:14]=2)[CH:5]=[CH:6][CH:7]=1.[CH3:24][S:25]([C:28]1[CH:33]=[CH:32][C:31](B(O)O)=[CH:30][CH:29]=1)(=[O:27])=[O:26], predict the reaction product. The product is: [CH2:19]([C:15]1[CH:16]=[CH:17][CH:18]=[C:13]([C:12]2[NH:11][C:10]([CH:21]([CH3:23])[CH3:22])=[N:9][C:8]=2[C:4]2[CH:3]=[C:2]([C:31]3[CH:32]=[CH:33][C:28]([S:25]([CH3:24])(=[O:27])=[O:26])=[CH:29][CH:30]=3)[CH:7]=[CH:6][CH:5]=2)[N:14]=1)[CH3:20]. (6) Given the reactants [F:1][C:2]1[CH:3]=[CH:4][C:5]([C@H:8]([NH:10][C:11](=[O:27])[C:12]2[CH:17]=[C:16]([C:18]3[CH:23]=[CH:22][C:21]([CH3:24])=[CH:20][N:19]=3)[CH:15]=[C:14]([CH:25]=O)[CH:13]=2)[CH3:9])=[N:6][CH:7]=1.O1CCOCC1.N1C=CC=CC=1.[Cl-].[NH4+:41].[OH2:42], predict the reaction product. The product is: [F:1][C:2]1[CH:3]=[CH:4][C:5]([C@H:8]([NH:10][C:11](=[O:27])[C:12]2[CH:17]=[C:16]([C:18]3[CH:23]=[CH:22][C:21]([CH3:24])=[CH:20][N:19]=3)[CH:15]=[C:14](/[CH:25]=[N:41]/[OH:42])[CH:13]=2)[CH3:9])=[N:6][CH:7]=1. (7) Given the reactants [NH2:1][C:2]1[CH:3]=[CH:4][C:5]([C:8]([O:10][CH3:11])=[O:9])=[N:6][CH:7]=1.Cl[C:13]1[N:18]=[CH:17][C:16]([C:19]2[CH:24]=[CH:23][C:22]([O:25][CH3:26])=[CH:21][CH:20]=2)=[CH:15][N:14]=1.CC1(C)C2C(=C(P(C3C=CC=CC=3)C3C=CC=CC=3)C=CC=2)OC2C(P(C3C=CC=CC=3)C3C=CC=CC=3)=CC=CC1=2.C([O-])([O-])=O.[Cs+].[Cs+], predict the reaction product. The product is: [CH3:11][O:10][C:8]([C:5]1[CH:4]=[CH:3][C:2]([NH:1][C:13]2[N:14]=[CH:15][C:16]([C:19]3[CH:20]=[CH:21][C:22]([O:25][CH3:26])=[CH:23][CH:24]=3)=[CH:17][N:18]=2)=[CH:7][N:6]=1)=[O:9].